Dataset: Catalyst prediction with 721,799 reactions and 888 catalyst types from USPTO. Task: Predict which catalyst facilitates the given reaction. (1) Reactant: [S:1]1[C:5]2[CH:6]=[CH:7][CH:8]=[CH:9][C:4]=2[N:3]=[C:2]1[C:10]([O:12]CC)=O.[NH2:15][NH2:16]. Product: [S:1]1[C:5]2[CH:6]=[CH:7][CH:8]=[CH:9][C:4]=2[N:3]=[C:2]1[C:10]([NH:15][NH2:16])=[O:12]. The catalyst class is: 8. (2) Reactant: C([O:5][C:6](=[O:42])[CH:7]([NH:17][C:18]([C:20]1[CH:25]=[CH:24][C:23]([C:26]2[CH:31]=[CH:30][C:29]([NH:32][C:33](=[O:41])[CH2:34][C:35]3[CH:40]=[CH:39][CH:38]=[CH:37][CH:36]=3)=[CH:28][CH:27]=2)=[CH:22][CH:21]=1)=[O:19])[CH2:8][CH2:9][C:10]([O:12]C(C)(C)C)=[O:11])(C)(C)C.C(O)(C(F)(F)F)=O. Product: [C:35]1([CH2:34][C:33]([NH:32][C:29]2[CH:30]=[CH:31][C:26]([C:23]3[CH:24]=[CH:25][C:20]([C:18]([NH:17][C@H:7]([C:6]([OH:42])=[O:5])[CH2:8][CH2:9][C:10]([OH:12])=[O:11])=[O:19])=[CH:21][CH:22]=3)=[CH:27][CH:28]=2)=[O:41])[CH:40]=[CH:39][CH:38]=[CH:37][CH:36]=1. The catalyst class is: 68. (3) Reactant: [F:1][C:2]1[C:3]([NH2:9])=[N:4][C:5](=[O:8])[NH:6][CH:7]=1.C(=O)([O-])[O-].[K+].[K+].Br[CH2:17][C:18]([O:20][CH2:21][CH3:22])=[O:19]. Product: [NH2:9][C:3]1[C:2]([F:1])=[CH:7][N:6]([CH2:17][C:18]([O:20][CH2:21][CH3:22])=[O:19])[C:5](=[O:8])[N:4]=1. The catalyst class is: 9. (4) Reactant: Br[C:2]1[N:7]=[C:6]([C:8]([O:10][CH3:11])=[O:9])[CH:5]=[C:4](Br)[N:3]=1.[C:13]1(B(O)O)[CH:18]=[CH:17][CH:16]=[CH:15][CH:14]=1.C(=O)([O-])[O-].[K+].[K+]. Product: [C:13]1([C:2]2[N:7]=[C:6]([C:8]([O:10][CH3:11])=[O:9])[CH:5]=[C:4]([C:13]3[CH:18]=[CH:17][CH:16]=[CH:15][CH:14]=3)[N:3]=2)[CH:18]=[CH:17][CH:16]=[CH:15][CH:14]=1. The catalyst class is: 438.